This data is from Forward reaction prediction with 1.9M reactions from USPTO patents (1976-2016). The task is: Predict the product of the given reaction. (1) Given the reactants COCCOC1C=CN2C(C3C=CC4C(=C(N)C=CC=4)N=3)=CN=C2C=1.[F:26][C@H:27]1[C@@H:32]([NH:33][C:34]2[CH:35]=[CH:36][CH:37]=[C:38]3[C:43]=2[N:42]=[C:41]([C:44]2[N:48]4[CH:49]=[CH:50][C:51]([O:53][CH2:54][CH2:55][O:56][CH3:57])=[CH:52][C:47]4=[N:46][CH:45]=2)[CH:40]=[CH:39]3)[CH2:31][CH2:30][N:29](C(OC(C)(C)C)=O)[CH2:28]1.Cl.O1CCOCC1, predict the reaction product. The product is: [F:26][C@H:27]1[C@@H:32]([NH:33][C:34]2[CH:35]=[CH:36][CH:37]=[C:38]3[C:43]=2[N:42]=[C:41]([C:44]2[N:48]4[CH:49]=[CH:50][C:51]([O:53][CH2:54][CH2:55][O:56][CH3:57])=[CH:52][C:47]4=[N:46][CH:45]=2)[CH:40]=[CH:39]3)[CH2:31][CH2:30][NH:29][CH2:28]1. (2) Given the reactants [C:1]([C:4]1[CH:5]=[CH:6][C:7]2[NH:13][C@@H:12]([CH2:14][C:15]([O:17][CH3:18])=[O:16])[C:11](=[O:19])[N:10]([CH3:20])[CH2:9][C:8]=2[CH:21]=1)([OH:3])=O.[CH2:22](Cl)[CH2:23]Cl.[CH:26]1[CH:27]=[CH:28][C:29]2[N:34](O)N=[N:32][C:30]=2[CH:31]=1.O.C[N:38](C=O)C, predict the reaction product. The product is: [CH2:22]([NH:38][C:29]1[N:34]=[C:31]([CH2:30][NH:32][C:1]([C:4]2[CH:5]=[CH:6][C:7]3[NH:13][C@@H:12]([CH2:14][C:15]([O:17][CH3:18])=[O:16])[C:11](=[O:19])[N:10]([CH3:20])[CH2:9][C:8]=3[CH:21]=2)=[O:3])[CH:26]=[CH:27][CH:28]=1)[CH3:23]. (3) Given the reactants C([Si]([O:8][C:9]1[CH:14]=[CH:13][CH:12]=[C:11]([CH:15]2[CH2:17][CH2:16]2)[CH:10]=1)(C)C)(C)(C)C.CCCC[N+](CCCC)(CCCC)CCCC.[F-], predict the reaction product. The product is: [CH:15]1([C:11]2[CH:10]=[C:9]([OH:8])[CH:14]=[CH:13][CH:12]=2)[CH2:17][CH2:16]1. (4) Given the reactants CO[C:3]([CH2:5][CH2:6][C@H:7]([NH2:11])[C:8]([OH:10])=[O:9])=[O:4].C(CC(=O)C)(=O)C.[CH:19]([NH:22]C(C)C)(C)[CH3:20].C(N)C, predict the reaction product. The product is: [NH2:11][C@H:7]([C:8]([OH:10])=[O:9])[CH2:6][CH2:5][C:3]([NH:22][CH2:19][CH3:20])=[O:4]. (5) Given the reactants [CH3:1][C:2]1[O:6][C:5]([C:7]2[CH:12]=[CH:11][CH:10]=[CH:9][CH:8]=2)=[N:4][C:3]=1[CH2:13][O:14][C:15]1[CH:23]=[CH:22][C:18]([CH2:19][O:20][NH2:21])=[CH:17][CH:16]=1.O=[C:25]([C:35]1[CH:40]=[CH:39][CH:38]=[CH:37][CH:36]=1)[CH2:26][CH2:27][CH2:28][CH2:29][C:30]([O:32][CH2:33][CH3:34])=[O:31].C(O)(=O)C.C([O-])(=O)C.[Na+], predict the reaction product. The product is: [CH3:1][C:2]1[O:6][C:5]([C:7]2[CH:8]=[CH:9][CH:10]=[CH:11][CH:12]=2)=[N:4][C:3]=1[CH2:13][O:14][C:15]1[CH:16]=[CH:17][C:18]([CH2:19][O:20]/[N:21]=[C:25](/[C:35]2[CH:36]=[CH:37][CH:38]=[CH:39][CH:40]=2)\[CH2:26][CH2:27][CH2:28][CH2:29][C:30]([O:32][CH2:33][CH3:34])=[O:31])=[CH:22][CH:23]=1. (6) Given the reactants CI.[CH2:3]([O:10][C:11]1[N:16]=[N:15][C:14]([CH2:17][CH2:18][C:19]2[CH:29]=[CH:28][C:22]3[CH2:23][CH2:24][NH:25][CH2:26][CH2:27][C:21]=3[CH:20]=2)=[CH:13][CH:12]=1)[C:4]1[CH:9]=[CH:8][CH:7]=[CH:6][CH:5]=1.[C:30](=O)([O-])[O-].[K+].[K+], predict the reaction product. The product is: [CH2:3]([O:10][C:11]1[N:16]=[N:15][C:14]([CH2:17][CH2:18][C:19]2[CH:29]=[CH:28][C:22]3[CH2:23][CH2:24][N:25]([CH3:30])[CH2:26][CH2:27][C:21]=3[CH:20]=2)=[CH:13][CH:12]=1)[C:4]1[CH:5]=[CH:6][CH:7]=[CH:8][CH:9]=1. (7) Given the reactants [Br:1][C:2]1[CH:3]=[N:4][C:5]2[N:6]([N:8]=[C:9]([C:11]([OH:13])=O)[CH:10]=2)[CH:7]=1.[CH3:14][CH:15]1[C:24]2[C:19](=[CH:20][CH:21]=[C:22]([C:25]3[N:26]=[N:27][NH:28][N:29]=3)[CH:23]=2)[CH2:18][CH2:17][NH:16]1, predict the reaction product. The product is: [Br:1][C:2]1[CH:3]=[N:4][C:5]2[N:6]([N:8]=[C:9]([C:11]([N:16]3[CH2:17][CH2:18][C:19]4[C:24](=[CH:23][C:22]([C:25]5[N:26]=[N:27][NH:28][N:29]=5)=[CH:21][CH:20]=4)[CH:15]3[CH3:14])=[O:13])[CH:10]=2)[CH:7]=1.